Dataset: Full USPTO retrosynthesis dataset with 1.9M reactions from patents (1976-2016). Task: Predict the reactants needed to synthesize the given product. (1) Given the product [CH3:8][S:9]([O:27][CH:26]([C:23]1[CH:22]=[CH:21][C:20]([C:17]2[CH:18]=[CH:19][C:14]([F:13])=[CH:15][C:16]=2[O:34][CH3:35])=[CH:25][CH:24]=1)[C:28]1[CH:29]=[CH:30][N:31]=[CH:32][CH:33]=1)(=[O:11])=[O:10], predict the reactants needed to synthesize it. The reactants are: C(N(CC)CC)C.[CH3:8][S:9](Cl)(=[O:11])=[O:10].[F:13][C:14]1[CH:19]=[CH:18][C:17]([C:20]2[CH:25]=[CH:24][C:23]([CH:26]([C:28]3[CH:33]=[CH:32][N:31]=[CH:30][CH:29]=3)[OH:27])=[CH:22][CH:21]=2)=[C:16]([O:34][CH3:35])[CH:15]=1. (2) Given the product [Br:1][C:2]1[C:7]([C:8]([F:11])([F:9])[F:10])=[CH:6][C:5]([N:12]([CH2:13][C:14]([O:16][C:17]([CH3:20])([CH3:19])[CH3:18])=[O:15])[CH2:27][C:28]2[CH:33]=[CH:32][CH:31]=[CH:30][N:29]=2)=[CH:4][C:3]=1[C:21]([F:22])([F:23])[F:24], predict the reactants needed to synthesize it. The reactants are: [Br:1][C:2]1[C:7]([C:8]([F:11])([F:10])[F:9])=[CH:6][C:5]([NH:12][CH2:13][C:14]([O:16][C:17]([CH3:20])([CH3:19])[CH3:18])=[O:15])=[CH:4][C:3]=1[C:21]([F:24])([F:23])[F:22].Br.Br[CH2:27][C:28]1[CH:33]=[CH:32][CH:31]=[CH:30][N:29]=1.[H-].[Na+].O.